Dataset: Catalyst prediction with 721,799 reactions and 888 catalyst types from USPTO. Task: Predict which catalyst facilitates the given reaction. (1) Reactant: [CH:1]([C:3]1[CH:12]=[C:11]2[C:6]([CH2:7][CH2:8][NH:9][C:10]2=[O:13])=[CH:5][CH:4]=1)=[CH2:2].[H-].[Na+].I[CH3:17].O. Product: [CH:1]([C:3]1[CH:12]=[C:11]2[C:6]([CH2:7][CH2:8][N:9]([CH3:17])[C:10]2=[O:13])=[CH:5][CH:4]=1)=[CH2:2]. The catalyst class is: 359. (2) Reactant: [F:1][C:2]1[C:3]([NH:12][C:13]2[CH:18]=[CH:17][C:16]([C:19]#[CH:20])=[CH:15][C:14]=2[F:21])=[C:4]([CH:8]=[CH:9][C:10]=1[F:11])[C:5]([OH:7])=[O:6]. Product: [CH2:19]([C:16]1[CH:17]=[CH:18][C:13]([NH:12][C:3]2[C:2]([F:1])=[C:10]([F:11])[CH:9]=[CH:8][C:4]=2[C:5]([OH:7])=[O:6])=[C:14]([F:21])[CH:15]=1)[CH3:20]. The catalyst class is: 29. (3) Reactant: Br[C:2]1[N:6]=[C:5]([NH:7][CH2:8][CH:9]2[CH2:11][CH2:10]2)[N:4]([CH3:12])[N:3]=1.C(=O)([O-])[O-].[Cs+].[Cs+].CC1(C)C2C(=C(P(C3C=CC=CC=3)C3C=CC=CC=3)C=CC=2)OC2C(P(C3C=CC=CC=3)C3C=CC=CC=3)=CC=CC1=2.Cl.Cl.[CH3:63][O:64][C:65]1[CH:66]=[C:67]([CH:69]=[CH:70][C:71]=1[N:72]1[CH:76]=[C:75]([CH3:77])[N:74]=[CH:73]1)[NH2:68]. Product: [CH:9]1([CH2:8][NH:7][C:5]2[N:4]([CH3:12])[N:3]=[C:2]([NH:68][C:67]3[CH:69]=[CH:70][C:71]([N:72]4[CH:76]=[C:75]([CH3:77])[N:74]=[CH:73]4)=[C:65]([O:64][CH3:63])[CH:66]=3)[N:6]=2)[CH2:11][CH2:10]1. The catalyst class is: 160. (4) Reactant: [CH:1]([CH:4]1[C:9](=O)[NH:8][C:7]2[CH:11]=[CH:12][CH:13]=[C:14]([CH3:15])[C:6]=2[O:5]1)([CH3:3])[CH3:2].[H-].[Al+3].[Li+].[H-].[H-].[H-].[OH-].[Na+].S([O-])([O-])(=O)=O.[Mg+2]. Product: [CH:1]([CH:4]1[CH2:9][NH:8][C:7]2[CH:11]=[CH:12][CH:13]=[C:14]([CH3:15])[C:6]=2[O:5]1)([CH3:3])[CH3:2]. The catalyst class is: 30. (5) Reactant: [F:1][C:2]1([F:21])[CH2:5][CH:4]([C:6]2[S:7][CH:8]=[C:9]([C@@H:11]3[CH2:16][CH2:15][CH2:14][CH2:13][C@H:12]3[C:17]([O:19][CH3:20])=[O:18])[N:10]=2)[CH2:3]1.C1C(=O)N([Br:29])C(=O)C1. Product: [Br:29][C:8]1[S:7][C:6]([CH:4]2[CH2:5][C:2]([F:1])([F:21])[CH2:3]2)=[N:10][C:9]=1[C@@H:11]1[CH2:16][CH2:15][CH2:14][CH2:13][C@H:12]1[C:17]([O:19][CH3:20])=[O:18]. The catalyst class is: 10.